From a dataset of Forward reaction prediction with 1.9M reactions from USPTO patents (1976-2016). Predict the product of the given reaction. (1) Given the reactants [F:1][C:2]1([F:20])[CH2:7][CH2:6][CH:5]([CH2:8][C@H:9]([NH:12][C:13](=[O:19])[O:14][C:15]([CH3:18])([CH3:17])[CH3:16])[CH2:10][OH:11])[CH2:4][CH2:3]1.CCN(CC)CC.[CH3:28][S:29](Cl)(=[O:31])=[O:30].[OH2:33], predict the reaction product. The product is: [C:15]([O:14][C:13]([NH:12][C@@H:9]([CH2:8][CH:5]1[CH2:6][CH2:7][C:2]([F:20])([F:1])[CH2:3][CH2:4]1)[CH2:10][CH2:28][S:29]([OH:31])(=[O:33])=[O:30])=[O:19])([CH3:18])([CH3:17])[CH3:16].[CH3:28][S:29]([OH:31])(=[O:11])=[O:30]. (2) Given the reactants [CH3:1][C:2]1[N:3]([C:7]2[CH:12]=[CH:11][C:10]([NH:13][C:14]3[N:15]=[C:16](OS(C(F)(F)F)(=O)=O)[C:17]4[CH2:23][N:22]([C:24]([O:26][C:27]([CH3:30])([CH3:29])[CH3:28])=[O:25])[CH2:21][CH2:20][C:18]=4[N:19]=3)=[CH:9][CH:8]=2)[CH:4]=[CH:5][N:6]=1.[CH:39]1([NH:42][CH2:43][CH2:44][C:45]#[N:46])[CH2:41][CH2:40]1, predict the reaction product. The product is: [C:45]([CH2:44][CH2:43][N:42]([CH:39]1[CH2:41][CH2:40]1)[C:16]1[C:17]2[CH2:23][N:22]([C:24]([O:26][C:27]([CH3:29])([CH3:30])[CH3:28])=[O:25])[CH2:21][CH2:20][C:18]=2[N:19]=[C:14]([NH:13][C:10]2[CH:11]=[CH:12][C:7]([N:3]3[CH:4]=[CH:5][N:6]=[C:2]3[CH3:1])=[CH:8][CH:9]=2)[N:15]=1)#[N:46]. (3) Given the reactants N[C:2]1[C:3]([CH3:25])=[C:4]([C:8]2[CH:17]=[C:16]3[C:11]([CH:12]=[C:13]([NH:18][C:19]([C@@H:21]4[CH2:23][C@@H:22]4[F:24])=[O:20])[N:14]=[CH:15]3)=[CH:10][CH:9]=2)[CH:5]=[N:6][CH:7]=1.FC(F)(F)C(O)=[O:29].CCCCCON=O, predict the reaction product. The product is: [F:24][C@H:22]1[CH2:23][C@H:21]1[C:19]([NH:18][C:13]1[N:14]=[CH:15][C:16]2[C:11]([CH:12]=1)=[CH:10][CH:9]=[C:8]([C:4]1[CH:5]=[N:6][CH:7]=[C:2]([OH:29])[C:3]=1[CH3:25])[CH:17]=2)=[O:20]. (4) The product is: [CH3:15][O:14][C:10]1[N:11]=[CH:12][CH:13]=[C:8]2[C:1]([C:2]3[CH:3]=[CH:4][CH:5]=[CH:6][CH:7]=3)=[N:17][NH:16][C:9]=12. Given the reactants [CH2:1]([C:8]1[CH:13]=[CH:12][N:11]=[C:10]([O:14][CH3:15])[C:9]=1[NH2:16])[C:2]1[CH:7]=[CH:6][CH:5]=[CH:4][CH:3]=1.[N:17]([O-])=O.[Na+], predict the reaction product. (5) Given the reactants [Cl:1][C:2]1[CH:3]=[C:4]([C:9](=O)[CH2:10][C:11]([O:13]CC)=O)[CH:5]=[C:6]([Cl:8])[CH:7]=1.Cl.[CH:18]1[C:27]2[C:22](=[CH:23][CH:24]=[CH:25][CH:26]=2)[CH:21]=[CH:20][C:19]=1[NH:28][NH2:29].[OH-].[Na+], predict the reaction product. The product is: [Cl:8][C:6]1[CH:5]=[C:4]([C:9]2[CH2:10][C:11](=[O:13])[N:28]([C:19]3[CH:20]=[CH:21][C:22]4[C:27](=[CH:26][CH:25]=[CH:24][CH:23]=4)[CH:18]=3)[N:29]=2)[CH:3]=[C:2]([Cl:1])[CH:7]=1. (6) Given the reactants [F:1][C:2]1[CH:7]=[CH:6][C:5]([CH:8]2[CH2:10]O2)=[CH:4][CH:3]=1.NC(N)=[S:13].O, predict the reaction product. The product is: [F:1][C:2]1[CH:7]=[CH:6][C:5]([CH:8]2[CH2:10][S:13]2)=[CH:4][CH:3]=1.